From a dataset of CYP2C9 inhibition data for predicting drug metabolism from PubChem BioAssay. Regression/Classification. Given a drug SMILES string, predict its absorption, distribution, metabolism, or excretion properties. Task type varies by dataset: regression for continuous measurements (e.g., permeability, clearance, half-life) or binary classification for categorical outcomes (e.g., BBB penetration, CYP inhibition). Dataset: cyp2c9_veith. The compound is Cc1ccc(NC(=O)Nc2ncccc2C)cc1. The result is 1 (inhibitor).